Predict the reactants needed to synthesize the given product. From a dataset of Full USPTO retrosynthesis dataset with 1.9M reactions from patents (1976-2016). (1) Given the product [F:1][C:2]1[CH:16]=[C:15]([F:17])[CH:14]=[CH:13][C:3]=1[CH2:4][N:5]([CH2:6][CH2:7][CH2:8][CH2:9][CH2:10][CH2:11][CH3:12])[C:33](=[O:35])[CH2:32][C:29]1[CH:28]=[CH:27][C:26]([O:25][CH2:24][C:23]2[CH:36]=[CH:37][CH:38]=[CH:39][C:22]=2[C:20]([O:19][CH3:18])=[O:21])=[CH:31][CH:30]=1, predict the reactants needed to synthesize it. The reactants are: [F:1][C:2]1[CH:16]=[C:15]([F:17])[CH:14]=[CH:13][C:3]=1[CH2:4][NH:5][CH2:6][CH2:7][CH2:8][CH2:9][CH2:10][CH2:11][CH3:12].[CH3:18][O:19][C:20]([C:22]1[CH:39]=[CH:38][CH:37]=[CH:36][C:23]=1[CH2:24][O:25][C:26]1[CH:31]=[CH:30][C:29]([CH2:32][C:33]([OH:35])=O)=[CH:28][CH:27]=1)=[O:21].C(Cl)CCl. (2) Given the product [CH:1]1([NH:7][C:8]2[N:13]=[CH:12][N:11]=[C:10]([C:14]([NH:17][C:18]3[C:27]4[C:22](=[CH:23][CH:24]=[CH:25][CH:26]=4)[C:21]([OH:28])=[CH:20][CH:19]=3)=[O:16])[CH:9]=2)[CH2:2][CH2:3][CH2:4][CH2:5][CH2:6]1, predict the reactants needed to synthesize it. The reactants are: [CH:1]1([NH:7][C:8]2[N:13]=[CH:12][N:11]=[C:10]([C:14]([OH:16])=O)[CH:9]=2)[CH2:6][CH2:5][CH2:4][CH2:3][CH2:2]1.[NH2:17][C:18]1[C:27]2[C:22](=[CH:23][CH:24]=[CH:25][CH:26]=2)[C:21]([OH:28])=[CH:20][CH:19]=1. (3) Given the product [CH2:16]([O:8][C:5]1[CH:6]=[CH:7][C:2]([I:1])=[CH:3][C:4]=1[CH3:9])[C:17]1[CH:22]=[CH:21][CH:20]=[CH:19][CH:18]=1, predict the reactants needed to synthesize it. The reactants are: [I:1][C:2]1[CH:7]=[CH:6][C:5]([OH:8])=[C:4]([CH3:9])[CH:3]=1.C(=O)([O-])[O-].[Cs+].[Cs+].[CH2:16](Br)[C:17]1[CH:22]=[CH:21][CH:20]=[CH:19][CH:18]=1. (4) Given the product [F:22][CH:23]([F:34])[O:24][C:25]1[CH:32]=[CH:31][C:28]([CH:29]([C:9]2([C:5]3[CH:6]=[CH:7][CH:8]=[C:3]([C:2]([F:1])([F:15])[F:16])[CH:4]=3)[S:10][CH2:11][CH2:12][CH2:13][S:14]2)[OH:30])=[CH:27][C:26]=1[CH3:33], predict the reactants needed to synthesize it. The reactants are: [F:1][C:2]([F:16])([F:15])[C:3]1[CH:4]=[C:5]([CH:9]2[S:14][CH2:13][CH2:12][CH2:11][S:10]2)[CH:6]=[CH:7][CH:8]=1.[Li]CCCC.[F:22][CH:23]([F:34])[O:24][C:25]1[CH:32]=[CH:31][C:28]([CH:29]=[O:30])=[CH:27][C:26]=1[CH3:33]. (5) Given the product [F:19][C:18](=[CH:9][C:8]1[CH:11]=[CH:12][C:5]([O:4][CH2:3][O:2][CH3:1])=[CH:6][CH:7]=1)[C:16]([O:15][CH2:14][CH3:13])=[O:17], predict the reactants needed to synthesize it. The reactants are: [CH3:1][O:2][CH2:3][O:4][C:5]1[CH:12]=[CH:11][C:8]([CH:9]=O)=[CH:7][CH:6]=1.[CH3:13][CH2:14][O:15][C:16]([CH:18](P(OCC)(OCC)=O)[F:19])=[O:17].[H-].[Na+].O. (6) Given the product [CH2:1]([C:3]1[N:7]2[N:8]=[C:9]([CH3:24])[C:10]([C:19]([OH:21])=[O:20])=[C:11]([C:12]3[CH:13]=[N:14][CH:15]=[C:16]([CH3:18])[CH:17]=3)[C:6]2=[CH:5][CH:4]=1)[CH3:2], predict the reactants needed to synthesize it. The reactants are: [CH2:1]([C:3]1[N:7]2[N:8]=[C:9]([CH3:24])[C:10]([C:19]([O:21]CC)=[O:20])=[C:11]([C:12]3[CH:13]=[N:14][CH:15]=[C:16]([CH3:18])[CH:17]=3)[C:6]2=[CH:5][CH:4]=1)[CH3:2].[OH-].[K+].Cl. (7) Given the product [C:12]1(=[O:15])[C:13]2[C:9](=[CH:8][CH:7]=[CH:6][CH:5]=2)[C:1](=[O:2])[NH:11][NH:10]1, predict the reactants needed to synthesize it. The reactants are: [CH:1]1[O:2]C=C2[C:9]=1[CH:8]=[CH:7][CH:6]=[CH:5]2.[NH2:10][NH2:11].[C:12]([OH:15])(=O)[CH3:13].